Predict the reactants needed to synthesize the given product. From a dataset of Full USPTO retrosynthesis dataset with 1.9M reactions from patents (1976-2016). (1) Given the product [N:1]1([C:17]([O:19][C:20]([CH3:23])([CH3:22])[CH3:21])=[O:16])[CH2:6][CH2:5][S:4][CH2:3][CH2:2]1, predict the reactants needed to synthesize it. The reactants are: [NH:1]1[CH2:6][CH2:5][S:4][CH2:3][CH2:2]1.C(N(CC)CC)C.C(OC([O-])=O)([O:16][C:17]([O:19][C:20]([CH3:23])([CH3:22])[CH3:21])=O)=O. (2) Given the product [N:1]1([C@H:10]2[CH2:11][C@H:12]([NH:14][C:25]3[S:26][C:27]4[CH:33]=[CH:32][CH:31]=[CH:30][C:28]=4[N:29]=3)[CH2:13]2)[C:5]2=[N:6][CH:7]=[CH:8][CH:9]=[C:4]2[CH:3]=[CH:2]1, predict the reactants needed to synthesize it. The reactants are: [N:1]1([C@H:10]2[CH2:13][C@H:12]([NH2:14])[CH2:11]2)[C:5]2=[N:6][CH:7]=[CH:8][CH:9]=[C:4]2[CH:3]=[CH:2]1.C(N(CC)C(C)C)(C)C.Cl[C:25]1[S:26][C:27]2[CH:33]=[CH:32][CH:31]=[CH:30][C:28]=2[N:29]=1.